From a dataset of Full USPTO retrosynthesis dataset with 1.9M reactions from patents (1976-2016). Predict the reactants needed to synthesize the given product. (1) The reactants are: C(OC([N:11]1[CH2:16][CH2:15][C:14]([C:17]2[C:26]3[C:21](=[CH:22][CH:23]=[C:24]([O:27][CH3:28])[CH:25]=3)[CH:20]=[CH:19][CH:18]=2)=[CH:13][CH2:12]1)=O)C1C=CC=CC=1. Given the product [CH3:28][O:27][C:24]1[CH:25]=[C:26]2[C:21]([CH:20]=[CH:19][CH:18]=[C:17]2[C:14]2[CH2:15][CH2:16][NH:11][CH2:12][CH:13]=2)=[CH:22][CH:23]=1.[NH:11]1[CH2:16][CH2:15][CH2:14][CH2:13][CH2:12]1, predict the reactants needed to synthesize it. (2) Given the product [C:6]([O:10][C:11](=[O:29])[NH:12][C@@H:13]([C:17]1[N:26]([CH2:30][C:31]2[CH:36]=[CH:35][CH:34]=[CH:33][CH:32]=2)[C:25](=[O:27])[C:24]2[C:19](=[CH:20][C:21]([Cl:28])=[CH:22][CH:23]=2)[N:18]=1)[CH:14]([CH3:16])[CH3:15])([CH3:8])([CH3:9])[CH3:7], predict the reactants needed to synthesize it. The reactants are: CN(C=O)C.[C:6]([O:10][C:11](=[O:29])[NH:12][C@@H:13]([C:17]1[NH:26][C:25](=[O:27])[C:24]2[C:19](=[CH:20][C:21]([Cl:28])=[CH:22][CH:23]=2)[N:18]=1)[CH:14]([CH3:16])[CH3:15])([CH3:9])([CH3:8])[CH3:7].[CH2:30](Br)[C:31]1[CH:36]=[CH:35][CH:34]=[CH:33][CH:32]=1.C(=O)([O-])[O-].[K+].[K+]. (3) Given the product [C@@H:1]1([N:10]([CH3:21])[C:11](=[O:17])[O:12][C:13]([CH3:14])([CH3:16])[CH3:15])[C:9]2[C:4](=[CH:5][CH:6]=[CH:7][CH:8]=2)[CH2:3][CH2:2]1, predict the reactants needed to synthesize it. The reactants are: [C@@H:1]1([NH:10][C:11](=[O:17])[O:12][C:13]([CH3:16])([CH3:15])[CH3:14])[C:9]2[C:4](=[CH:5][CH:6]=[CH:7][CH:8]=2)[CH2:3][CH2:2]1.[H-].[Na+].I[CH3:21]. (4) Given the product [CH3:12][C:7]1[C:6]([C:4](=[O:5])[CH2:3][O:13][C:14]2[CH:15]=[CH:16][C:17]([CH2:20][C:21]([O:23][CH3:24])=[O:22])=[CH:18][CH:19]=2)=[CH:11][CH:10]=[CH:9][N:8]=1, predict the reactants needed to synthesize it. The reactants are: Br.Br[CH2:3][C:4]([C:6]1[C:7]([CH3:12])=[N:8][CH:9]=[CH:10][CH:11]=1)=[O:5].[OH:13][C:14]1[CH:19]=[CH:18][C:17]([CH2:20][C:21]([O:23][CH3:24])=[O:22])=[CH:16][CH:15]=1.C(=O)([O-])[O-].[K+].[K+].